Task: Predict the product of the given reaction.. Dataset: Forward reaction prediction with 1.9M reactions from USPTO patents (1976-2016) (1) Given the reactants [CH3:1][C:2]1[CH:10]=[CH:9][CH:8]=[C:7]2[C:3]=1[CH:4]=[CH:5][NH:6]2.Cl[C:12]([O:14][CH2:15][CH3:16])=[O:13], predict the reaction product. The product is: [CH2:15]([O:14][C:12]([N:6]1[C:7]2[C:3](=[C:2]([CH3:1])[CH:10]=[CH:9][CH:8]=2)[CH:4]=[CH:5]1)=[O:13])[CH3:16]. (2) Given the reactants Cl[C:2]1[N:3]=[C:4]([N:16]2[CH2:21][CH2:20][O:19][CH2:18][CH2:17]2)[C:5]2[S:10][C:9]([C:12]([NH2:15])([CH3:14])[CH3:13])(I)[CH2:8][C:6]=2[N:7]=1.CC1(C)C(C)(C)OB([C:30]2[CH:38]=[CH:37][CH:36]=[C:35]3[C:31]=2[CH:32]=[N:33][NH:34]3)O1, predict the reaction product. The product is: [NH:34]1[C:35]2[C:31](=[C:30]([C:2]3[N:3]=[C:4]([N:16]4[CH2:21][CH2:20][O:19][CH2:18][CH2:17]4)[C:5]4[S:10][C:9]([C:12]([NH2:15])([CH3:14])[CH3:13])=[CH:8][C:6]=4[N:7]=3)[CH:38]=[CH:37][CH:36]=2)[CH:32]=[N:33]1. (3) Given the reactants [CH2:1]([N:8]1[CH2:13][CH2:12][C:11](=[N:14]O)[CH:10]([CH3:16])[CH2:9]1)[C:2]1[CH:7]=[CH:6][CH:5]=[CH:4][CH:3]=1.[H-].[H-].[H-].[H-].[Li+].[Al+3], predict the reaction product. The product is: [CH2:1]([N:8]1[CH2:13][CH2:12][CH:11]([NH2:14])[CH:10]([CH3:16])[CH2:9]1)[C:2]1[CH:3]=[CH:4][CH:5]=[CH:6][CH:7]=1. (4) Given the reactants [C:1]([C:5]1[CH:13]=[CH:12][C:8]([C:9]([OH:11])=O)=[CH:7][CH:6]=1)([CH3:4])([CH3:3])[CH3:2].C(N1C=CN=C1)(N1C=CN=C1)=O.[NH2:26][C:27]1[CH:32]=[CH:31][CH:30]=[C:29]([N+:33]([O-:35])=[O:34])[C:28]=1[OH:36].O, predict the reaction product. The product is: [C:1]([C:5]1[CH:6]=[CH:7][C:8]([C:9]([NH:26][C:27]2[CH:32]=[CH:31][CH:30]=[C:29]([N+:33]([O-:35])=[O:34])[C:28]=2[OH:36])=[O:11])=[CH:12][CH:13]=1)([CH3:2])([CH3:3])[CH3:4]. (5) Given the reactants Br[CH2:2][C:3]1[C:12]2[C:7](=[CH:8][CH:9]=[CH:10][CH:11]=2)[C:6]([C:13]([O:15][CH3:16])=[O:14])=[CH:5][CH:4]=1.[CH3:17][NH2:18].C([O-])(O)=O.[Na+].[CH3:24][C:25]([O:28][C:29]([O:31]C(OC(C)(C)C)=O)=O)([CH3:27])[CH3:26], predict the reaction product. The product is: [CH3:24][C:25]([O:28][C:29]([N:18]([CH2:2][C:3]1[C:12]2[C:7](=[CH:8][CH:9]=[CH:10][CH:11]=2)[C:6]([C:13]([O:15][CH3:16])=[O:14])=[CH:5][CH:4]=1)[CH3:17])=[O:31])([CH3:27])[CH3:26]. (6) Given the reactants I[C:2]1[CH:11]=[C:10]2[C:5]([C:6]([N:13]3[CH2:17][CH2:16][CH2:15][CH2:14]3)=[CH:7][C:8]([CH3:12])=[N:9]2)=[CH:4][CH:3]=1.[C:18]1(B(O)O)[CH:23]=[CH:22][CH:21]=[CH:20][CH:19]=1.[O:27]1[CH2:32]COCC1.C(COC)[O:34]C, predict the reaction product. The product is: [CH:32]([OH:27])=[O:34].[CH3:12][C:8]1[CH:7]=[C:6]([N:13]2[CH2:17][CH2:16][CH2:15][CH2:14]2)[C:5]2[C:10](=[CH:11][C:2]([C:18]3[CH:23]=[CH:22][CH:21]=[CH:20][CH:19]=3)=[CH:3][CH:4]=2)[N:9]=1. (7) Given the reactants CO[CH:3]1[CH:7]([CH:8]=[O:9])[CH2:6][CH:5](OC)O1.Cl.[CH3:13][O:14][C:15]1[CH:20]=[CH:19][C:18]([NH2:21])=[CH:17][CH:16]=1, predict the reaction product. The product is: [CH3:13][O:14][C:15]1[CH:20]=[CH:19][C:18]([N:21]2[CH:5]=[CH:6][C:7]([CH:8]=[O:9])=[CH:3]2)=[CH:17][CH:16]=1.